Dataset: Peptide-MHC class II binding affinity with 134,281 pairs from IEDB. Task: Regression. Given a peptide amino acid sequence and an MHC pseudo amino acid sequence, predict their binding affinity value. This is MHC class II binding data. (1) The peptide sequence is GATRERSLWIIFSKN. The MHC is DRB1_0802 with pseudo-sequence DRB1_0802. The binding affinity (normalized) is 0.475. (2) The peptide sequence is VDIINRWQVVAPQLP. The binding affinity (normalized) is 0.246. The MHC is HLA-DQA10301-DQB10302 with pseudo-sequence HLA-DQA10301-DQB10302. (3) The peptide sequence is EKKFFAATQFEPLAA. The MHC is HLA-DPA10201-DPB11401 with pseudo-sequence HLA-DPA10201-DPB11401. The binding affinity (normalized) is 0.595. (4) The peptide sequence is SVGSLGRYKDEKDVT. The MHC is HLA-DPA10201-DPB10501 with pseudo-sequence HLA-DPA10201-DPB10501. The binding affinity (normalized) is 0. (5) The peptide sequence is SSDDQVSLIKIPCLS. The MHC is DRB1_0404 with pseudo-sequence DRB1_0404. The binding affinity (normalized) is 0.251. (6) The peptide sequence is DEINTIFSDYIPYVF. The MHC is DRB1_0901 with pseudo-sequence DRB1_0901. The binding affinity (normalized) is 0.307. (7) The peptide sequence is YVLGVFLRKLTSRET. The MHC is DRB1_1101 with pseudo-sequence DRB1_1101. The binding affinity (normalized) is 1.00. (8) The peptide sequence is DDLMIRVIAQGPTAT. The MHC is HLA-DQA10401-DQB10402 with pseudo-sequence HLA-DQA10401-DQB10402. The binding affinity (normalized) is 0.308. (9) The binding affinity (normalized) is 0.453. The MHC is HLA-DQA10501-DQB10301 with pseudo-sequence HLA-DQA10501-DQB10301. The peptide sequence is DDLMIRVIAQGPTAT. (10) The peptide sequence is LNIKLNMPLYIAGNK. The MHC is DRB1_0101 with pseudo-sequence DRB1_0101. The binding affinity (normalized) is 0.538.